This data is from Forward reaction prediction with 1.9M reactions from USPTO patents (1976-2016). The task is: Predict the product of the given reaction. (1) Given the reactants [CH3:1][N:2]([CH3:27])[C:3]1([C:22]2[S:23][CH:24]=[CH:25][CH:26]=2)[CH2:8][CH2:7][C:6]([CH2:10][CH2:11][CH2:12][C:13]#[C:14][Si:15]([CH2:20][CH3:21])([CH2:18][CH3:19])[CH2:16][CH3:17])([OH:9])[CH2:5][CH2:4]1.I[C:29]1[CH:35]=[CH:34][CH:33]=[CH:32][C:30]=1[NH2:31].C(=O)([O-])[O-].[Na+].[Na+], predict the reaction product. The product is: [CH3:27][N:2]([CH3:1])[C:3]1([C:22]2[S:23][CH:24]=[CH:25][CH:26]=2)[CH2:8][CH2:7][C:6]([CH2:10][CH2:11][CH2:12][C:13]2[C:32]3[C:30](=[CH:29][CH:35]=[CH:34][CH:33]=3)[NH:31][C:14]=2[Si:15]([CH2:18][CH3:19])([CH2:20][CH3:21])[CH2:16][CH3:17])([OH:9])[CH2:5][CH2:4]1. (2) The product is: [CH2:15]([O:17][C:18](=[O:38])[CH:19]=[C:20]([C:2]1[CH:10]=[C:9]([O:11][CH3:12])[CH:8]=[C:7]2[C:3]=1[C:4]([C:13]#[N:14])=[CH:5][NH:6]2)[C:21]1[CH:26]=[CH:25][CH:24]=[CH:23][CH:22]=1)[CH3:16]. Given the reactants Br[C:2]1[CH:10]=[C:9]([O:11][CH3:12])[CH:8]=[C:7]2[C:3]=1[C:4]([C:13]#[N:14])=[CH:5][NH:6]2.[CH2:15]([O:17][C:18](=[O:38])[CH:19]=[C:20](C1C=CC=C2C=1C(C#N)=CN2)[C:21]1[CH:26]=[CH:25][CH:24]=[CH:23][CH:22]=1)[CH3:16], predict the reaction product. (3) Given the reactants BrC1N2C(C=NC(SC)=N2)=CC=1.COC1C=C(OC)C=CC=1C1N2C(C=NC(SC)=N2)=CC=1.COC1C=C(OC)C=CC=1C1N2C(C=NC(SC)=N2)=CC=1.[CH3:55][O:56][C:57]1[CH:62]=[C:61]([O:63][CH3:64])[CH:60]=[CH:59][C:58]=1[C:65]1[N:73]2[C:68]([CH:69]=[N:70][C:71]([S:74]([CH3:76])=[O:75])=[N:72]2)=[CH:67][CH:66]=1.ClC1C=C(C=CC=1)C(OO)=O, predict the reaction product. The product is: [CH3:55][O:56][C:57]1[CH:62]=[C:61]([O:63][CH3:64])[CH:60]=[CH:59][C:58]=1[C:65]1[N:73]2[C:68]([CH:69]=[N:70][C:71]([S:74]([CH3:76])=[O:75])=[N:72]2)=[CH:67][CH:66]=1. (4) Given the reactants [C:1]([N:4]1[CH2:9][CH2:8][CH:7]([CH2:10][C:11]([NH:13][C:14]2[C:19]([CH3:20])=[C:18]([CH3:21])[C:17](Br)=[CH:16][N:15]=2)=[O:12])[CH2:6][CH2:5]1)(=[O:3])[CH3:2].[F:23][C:24]1[CH:25]=[C:26](B(O)O)[CH:27]=[C:28]([F:30])[CH:29]=1, predict the reaction product. The product is: [C:1]([N:4]1[CH2:9][CH2:8][CH:7]([CH2:10][C:11]([NH:13][C:14]2[C:19]([CH3:20])=[C:18]([CH3:21])[C:17]([C:26]3[CH:25]=[C:24]([F:23])[CH:29]=[C:28]([F:30])[CH:27]=3)=[CH:16][N:15]=2)=[O:12])[CH2:6][CH2:5]1)(=[O:3])[CH3:2]. (5) Given the reactants [F:1][C:2]1[CH:3]=[C:4]([CH:10]([C:12]2[C:21]([N+:22]([O-:24])=[O:23])=[C:20]3[C:15]([CH:16]=[CH:17][CH:18]=[N:19]3)=[CH:14][CH:13]=2)[OH:11])[CH:5]=[CH:6][C:7]=1[O:8][CH3:9].C1C=C[NH+]=CC=1.[O-][Cr](Cl)(=O)=O, predict the reaction product. The product is: [F:1][C:2]1[CH:3]=[C:4]([C:10]([C:12]2[C:21]([N+:22]([O-:24])=[O:23])=[C:20]3[C:15]([CH:16]=[CH:17][CH:18]=[N:19]3)=[CH:14][CH:13]=2)=[O:11])[CH:5]=[CH:6][C:7]=1[O:8][CH3:9]. (6) Given the reactants [Cl:1][CH2:2][CH2:3][CH2:4][CH2:5][C:6]1([CH2:17][CH3:18])[C:14]2[C:9](=[CH:10][C:11]([F:15])=[CH:12][CH:13]=2)[NH:8][C:7]1=[O:16].[Cl:19][C:20]1[CH:21]=[C:22]([N:27]2[CH2:32][CH2:31][NH:30][CH2:29][CH2:28]2)[CH:23]=[CH:24][C:25]=1[F:26], predict the reaction product. The product is: [ClH:1].[Cl:19][C:20]1[CH:21]=[C:22]([N:27]2[CH2:32][CH2:31][N:30]([CH2:2][CH2:3][CH2:4][CH2:5][C:6]3([CH2:17][CH3:18])[C:14]4[C:9](=[CH:10][C:11]([F:15])=[CH:12][CH:13]=4)[NH:8][C:7]3=[O:16])[CH2:29][CH2:28]2)[CH:23]=[CH:24][C:25]=1[F:26]. (7) Given the reactants [CH:1]1([NH2:7])[CH2:6][CH2:5][CH2:4][CH2:3][CH2:2]1.C([O:10][C:11]([C:13]1[C:14](=[O:32])[N:15]([CH2:24][C:25]2[CH:30]=[CH:29][C:28]([F:31])=[CH:27][CH:26]=2)[C:16]2[C:21]([C:22]=1[OH:23])=[CH:20][CH:19]=[CH:18][CH:17]=2)=O)C, predict the reaction product. The product is: [CH:1]1([NH:7][C:11]([C:13]2[C:14](=[O:32])[N:15]([CH2:24][C:25]3[CH:26]=[CH:27][C:28]([F:31])=[CH:29][CH:30]=3)[C:16]3[C:21]([C:22]=2[OH:23])=[CH:20][CH:19]=[CH:18][CH:17]=3)=[O:10])[CH2:6][CH2:5][CH2:4][CH2:3][CH2:2]1. (8) Given the reactants [OH:1][C:2]1[C:3]([CH3:17])=[C:4]2[C:12](=[CH:13][C:14]=1[CH3:15])[O:11][C:7]1([CH2:10][CH2:9][CH2:8]1)[CH2:6][C:5]2=O.Cl.[NH2:19][OH:20].O, predict the reaction product. The product is: [OH:1][C:2]1[C:3]([CH3:17])=[C:4]2[C:12](=[CH:13][C:14]=1[CH3:15])[O:11][C:7]1([CH2:10][CH2:9][CH2:8]1)[CH2:6][C:5]2=[N:19][OH:20]. (9) Given the reactants [N+:1]([C:4]1[CH:9]=[CH:8][C:7]([CH3:10])=[CH:6][C:5]=1[CH3:11])([O-:3])=[O:2].S(=O)(=O)(O)O.O.[Br:18]([O-])(=O)=O.[K+], predict the reaction product. The product is: [Br:18][C:6]1[C:5]([CH3:11])=[C:4]([N+:1]([O-:3])=[O:2])[CH:9]=[CH:8][C:7]=1[CH3:10].